From a dataset of Catalyst prediction with 721,799 reactions and 888 catalyst types from USPTO. Predict which catalyst facilitates the given reaction. (1) Product: [CH3:1][O:2][C:3](=[O:23])[C:4]1[CH:9]=[CH:8][C:7]([CH2:10][C:11]2[NH:12][C:13]3[CH:18]=[C:17]([F:19])[C:16]([Cl:20])=[CH:15][C:14]=3[N:21]=2)=[CH:6][CH:5]=1. The catalyst class is: 52. Reactant: [CH3:1][O:2][C:3](=[O:23])[C:4]1[CH:9]=[CH:8][C:7]([CH2:10][C:11](=O)[NH:12][C:13]2[CH:18]=[C:17]([F:19])[C:16]([Cl:20])=[CH:15][C:14]=2[NH2:21])=[CH:6][CH:5]=1. (2) Reactant: [F:1][C:2]1([F:19])[O:6][C:5]2[CH:7]=[CH:8][C:9](/[CH:11]=[N:12]/[S@:13]([C:15]([CH3:18])([CH3:17])[CH3:16])=[O:14])=[CH:10][C:4]=2[O:3]1.[CH3:20][Mg]Br. Product: [F:19][C:2]1([F:1])[O:6][C:5]2[CH:7]=[CH:8][C:9]([C@H:11]([NH:12][S:13]([C:15]([CH3:16])([CH3:18])[CH3:17])=[O:14])[CH3:20])=[CH:10][C:4]=2[O:3]1. The catalyst class is: 1.